Dataset: Forward reaction prediction with 1.9M reactions from USPTO patents (1976-2016). Task: Predict the product of the given reaction. (1) Given the reactants Br.[Cl:2][C:3]1[CH:8]=[CH:7][C:6]([CH:9]([CH3:14])[C:10]([O:12][CH3:13])=[O:11])=[CH:5][C:4]=1[O:15]C, predict the reaction product. The product is: [Cl:2][C:3]1[CH:8]=[CH:7][C:6]([CH:9]([CH3:14])[C:10]([O:12][CH3:13])=[O:11])=[CH:5][C:4]=1[OH:15]. (2) Given the reactants [CH:1]1([C:4]2[CH:5]=[C:6]([C:9]([NH:11][C:12]3[CH:13]=[C:14]([CH:18]([NH:22][C:23]4[C:32]5[C:27](=[C:28]([C:33]([NH2:35])=[O:34])[CH:29]=[CH:30][CH:31]=5)[N:26]=[CH:25][N:24]=4)[CH2:19][CH2:20][OH:21])[CH:15]=[CH:16][CH:17]=3)=[O:10])[NH:7][N:8]=2)[CH2:3][CH2:2]1.CC(OI1(OC(C)=O)(OC(C)=O)OC(=O)C2C1=CC=CC=2)=O.O.[OH-].[Na+], predict the reaction product. The product is: [CH:1]1([C:4]2[CH:5]=[C:6]([C:9]([NH:11][C:12]3[CH:13]=[C:14]([CH:18]([NH:22][C:23]4[C:32]5[C:27](=[C:28]([C:33]([NH2:35])=[O:34])[CH:29]=[CH:30][CH:31]=5)[N:26]=[CH:25][N:24]=4)[CH2:19][CH:20]=[O:21])[CH:15]=[CH:16][CH:17]=3)=[O:10])[NH:7][N:8]=2)[CH2:3][CH2:2]1. (3) Given the reactants [F:1][C:2]1[C:7]([N+:8]([O-])=O)=[CH:6][C:5]([OH:11])=[C:4]([CH3:12])[CH:3]=1, predict the reaction product. The product is: [NH2:8][C:7]1[C:2]([F:1])=[CH:3][C:4]([CH3:12])=[C:5]([OH:11])[CH:6]=1. (4) Given the reactants [C:1]1([CH2:7][O:8][C:9](=[O:15])[N:10]([CH2:12][CH2:13][OH:14])[CH3:11])[CH:6]=[CH:5][CH:4]=[CH:3][CH:2]=1.CC(OI1(OC(C)=O)(OC(C)=O)OC(=O)C2C=CC=CC1=2)=O, predict the reaction product. The product is: [CH3:11][N:10]([CH2:12][CH:13]=[O:14])[C:9](=[O:15])[O:8][CH2:7][C:1]1[CH:2]=[CH:3][CH:4]=[CH:5][CH:6]=1. (5) Given the reactants S(Cl)([Cl:3])=O.CN(C)C=O.[Cl:10][C:11]1[CH:12]=[C:13]([C:23]2[O:27][N:26]=[C:25]([C:28]3[CH:33]=[CH:32][C:31]([CH2:34]O)=[CH:30][CH:29]=3)[N:24]=2)[CH:14]=[CH:15][C:16]=1[CH:17]1[CH2:22][CH2:21][CH2:20][CH2:19][CH2:18]1.[OH-].[Na+], predict the reaction product. The product is: [Cl:10][C:11]1[CH:12]=[C:13]([C:23]2[O:27][N:26]=[C:25]([C:28]3[CH:33]=[CH:32][C:31]([CH2:34][Cl:3])=[CH:30][CH:29]=3)[N:24]=2)[CH:14]=[CH:15][C:16]=1[CH:17]1[CH2:22][CH2:21][CH2:20][CH2:19][CH2:18]1. (6) Given the reactants [Cl:1][C:2]1[CH:25]=[CH:24][C:5]2[NH:6][C:7]3[S:8][CH:9]=[CH:10][C:11]=3[C:12]([N:14]3[CH2:19][CH2:18][NH:17][C@@H:16]([CH2:20][CH2:21][O:22][CH3:23])[CH2:15]3)=[N:13][C:4]=2[CH:3]=1.C=O.[C:28](O[BH-](OC(=O)C)OC(=O)C)(=O)C.[Na+], predict the reaction product. The product is: [Cl:1][C:2]1[CH:25]=[CH:24][C:5]2[NH:6][C:7]3[S:8][CH:9]=[CH:10][C:11]=3[C:12]([N:14]3[CH2:19][CH2:18][N:17]([CH3:28])[C@@H:16]([CH2:20][CH2:21][O:22][CH3:23])[CH2:15]3)=[N:13][C:4]=2[CH:3]=1.